From a dataset of Drug-target binding data from BindingDB using IC50 measurements. Regression. Given a target protein amino acid sequence and a drug SMILES string, predict the binding affinity score between them. We predict pIC50 (pIC50 = -log10(IC50 in M); higher means more potent). Dataset: bindingdb_ic50. (1) The small molecule is Cn1cc(-c2ccc(N3CCC(n4ncc5ccc(F)cc54)CC3)nn2)cn1. The target protein (P07308) has sequence MPAHMLQEISSSYTTTTTITEPPSGNLQNGREKMKKVPLYLEEDIRPEMREDIHDPSYQDEEGPPPKLEYVWRNIILMALLHVGALYGITLIPSSKVYTLLWGIFYYLISALGITAGAHRLWSHRTYKARLPLRIFLIIANTMAFQNDVYEWARDHRAHHKFSETHADPHNSRRGFFFSHVGWLLVRKHPAVKEKGGKLDMSDLKAEKLVMFQRRYYKPGLLLMCFILPTLVPWYCWGETFLHSLFVSTFLRYTLVLNATWLVNSAAHLYGYRPYDKNIQSRENILVSLGAVGEGFHNYHHAFPYDYSASEYRWHINFTTFFIDCMAALGLAYDRKKVSKAAVLARIKRTGDGSHKSS. The pIC50 is 7.4. (2) The pIC50 is 5.0. The target protein (O43525) has sequence MGLKARRAAGAAGGGGDGGGGGGGAANPAGGDAAAAGDEERKVGLAPGDVEQVTLALGAGADKDGTLLLEGGGRDEGQRRTPQGIGLLAKTPLSRPVKRNNAKYRRIQTLIYDALERPRGWALLYHALVFLIVLGCLILAVLTTFKEYETVSGDWLLLLETFAIFIFGAEFALRIWAAGCCCRYKGWRGRLKFARKPLCMLDIFVLIASVPVVAVGNQGNVLATSLRSLRFLQILRMLRMDRRGGTWKLLGSAICAHSKELITAWYIGFLTLILSSFLVYLVEKDVPEVDAQGEEMKEEFETYADALWWGLITLATIGYGDKTPKTWEGRLIAATFSLIGVSFFALPAGILGSGLALKVQEQHRQKHFEKRRKPAAELIQAAWRYYATNPNRIDLVATWRFYESVVSFPFFRKEQLEAASSQKLGLLDRVRLSNPRGSNTKGKLFTPLNVDAIEESPSKEPKPVGLNNKERFRTAFRMKAYAFWQSSEDAGTGDPMAEDR.... The drug is COc1cc(NC(=O)c2ccc(-c3ccc(Cl)cc3)o2)cc(OC)c1. (3) The compound is C[C@@H]1O[C@@H](O[C@@H]2[C@@H](CO)O[C@@H](Oc3c(-c4ccc(O)c(O)c4)oc4cc(O)cc(=O)c-4c3O)[C@H](O)[C@H]2O)[C@H](O)[C@H](O)[C@H]1O. The target protein (P15693) has sequence MQGDWVLLLLLGLRIHLSFGVIPVEEENPVFWNQKAKEALDVAKKLQPIQTSAKNLILFLGDGMGVPTVTATRILKGQLGGHLGPETPLAMDHFPFTALSKTYNVDRQVPDSAGTATAYLCGVKANYKTIGVSAAARFNQCNSTFGNEVFSVMHRAKKAGKSVGVVTTTRVQHASPAGTYAHTVNRDWYSDADMPSSALQEGCKDIATQLISNMDIDVILGGGRKFMFPKGTPDPEYPGDSDQSGVRLDSRNLVEEWLAKYQGTRYVWNREQLMQASQDPAVTRLMGLFEPTEMKYDVNRNASADPSLAEMTEVAVRLLSRNPQGFYLFVEGGRIDQGHHAGTAYLALTEAVMFDSAIEKASQLTNEKDTLTLITADHSHVFAFGGYTLRGTSIFGLAPLNAQDGKSYTSILYGNGPGYVLNSGNRPNVTDAESGDVNYKQQAAVPLSSETHGGEDVAIFARGPQAHLVHGVQEQNYIAHVMAFAGCLEPYTDCGLAPPA.... The pIC50 is 5.2.